The task is: Predict the reaction yield, written as a fraction of the theoretical maximum amount of product (1.0 means a 100% yield; for example, 0.34 means a 34% yield).. This data is from Reaction yield outcomes from USPTO patents with 853,638 reactions. (1) The reactants are N[C@H:2]([C:8]([OH:10])=[O:9])[CH2:3][CH2:4][C:5]([OH:7])=[O:6].Cl.N([O-])=O.[Na+]. The catalyst is O.CCOC(C)=O. The product is [O:9]=[C:8]1[O:10][C@H:4]([C:5]([OH:7])=[O:6])[CH2:3][CH2:2]1. The yield is 0.916. (2) No catalyst specified. The yield is 0.590. The reactants are O[C:2]1[N:7]2[N:8]=[CH:9][CH:10]=[C:6]2[N:5]=[C:4]([C:11]([O:13][CH2:14][CH3:15])=[O:12])[CH:3]=1.P(Cl)(Cl)([Cl:18])=O.CN(C)C1C=CC=CC=1. The product is [Cl:18][C:2]1[N:7]2[N:8]=[CH:9][CH:10]=[C:6]2[N:5]=[C:4]([C:11]([O:13][CH2:14][CH3:15])=[O:12])[CH:3]=1. (3) The product is [S:23]([OH:26])([OH:25])(=[O:24])=[O:22].[CH2:1]([NH:4][C:5]1[N:10]=[C:9]([NH:11][CH2:12][CH2:13][CH3:14])[N:8]=[C:7]([N:15]([CH3:21])[O:16][CH2:17][CH:18]2[CH2:19][CH2:20]2)[N:6]=1)[CH2:2][CH3:3]. No catalyst specified. The yield is 1.00. The reactants are [CH2:1]([NH:4][C:5]1[N:10]=[C:9]([NH:11][CH2:12][CH2:13][CH3:14])[N:8]=[C:7]([N:15]([CH3:21])[O:16][CH2:17][CH:18]2[CH2:20][CH2:19]2)[N:6]=1)[CH2:2][CH3:3].[OH:22][S:23]([OH:26])(=[O:25])=[O:24]. (4) The reactants are ClCCl.[NH:4]1[C:14]2[C:9](=[CH:10][CH:11]=[CH:12][CH:13]=2)[C:7](=[O:8])[C:5]1=[O:6].[S:15]1[CH:19]=[CH:18][C:17](B(O)O)=[CH:16]1.C(N(CC)CC)C. The catalyst is C(OC(=O)C)(=O)C.C(N(CC)CC)C.O.C([O-])(=O)C.[Cu+2].C([O-])(=O)C.C([O-])(=O)C.[Cu+2].C([O-])(=O)C. The product is [S:15]1[CH:19]=[CH:18][C:17]([N:4]2[C:14]3[C:9](=[CH:10][CH:11]=[CH:12][CH:13]=3)[C:7](=[O:8])[C:5]2=[O:6])=[CH:16]1. The yield is 0.330. (5) The reactants are C([O:8][CH2:9][C:10]1[N:11]([CH2:27]C2C=CN=CC=2)[C:12]([S:18][C:19]2[CH:24]=[CH:23][CH:22]=[C:21]([O:25][CH3:26])[CH:20]=2)=[C:13]([CH:15]([CH3:17])[CH3:16])[N:14]=1)C1C=CC=CC=1.Cl.[CH3:35][CH2:36]O. No catalyst specified. The product is [CH:15]([C:13]1[N:14]=[C:10]([CH2:9][OH:8])[N:11]([CH2:27][C:36]2[CH:35]=[CH:15][CH:13]=[CH:12][N:11]=2)[C:12]=1[S:18][C:19]1[CH:24]=[CH:23][CH:22]=[C:21]([O:25][CH3:26])[CH:20]=1)([CH3:17])[CH3:16]. The yield is 0.870.